The task is: Predict the reaction yield, written as a fraction of the theoretical maximum amount of product (1.0 means a 100% yield; for example, 0.34 means a 34% yield).. This data is from Reaction yield outcomes from USPTO patents with 853,638 reactions. The reactants are [CH:1]([NH:4][CH:5]([CH3:7])C)([CH3:3])C.C([Li])CCC.CCCCCC.[C:19](#[N:21])[CH3:20].[Cl-].[NH4+].[O:24]1CC[CH2:26][CH2:25]1. No catalyst specified. The product is [OH:24][CH:25]([C:26]1[CH:3]=[CH:1][N:4]=[CH:5][CH:7]=1)[CH2:20][C:19]#[N:21]. The yield is 0.635.